Dataset: Forward reaction prediction with 1.9M reactions from USPTO patents (1976-2016). Task: Predict the product of the given reaction. (1) The product is: [F:18][C:13]1[CH:12]=[C:11]([NH:10][C:8]([C:3]2[C:4]([CH3:7])=[N:5][S:6][C:2]=2[NH:1][C:20]2[S:21][C:22]([C:25](=[O:26])[N:27]([CH3:29])[CH3:28])=[CH:23][N:24]=2)=[O:9])[CH:16]=[CH:15][C:14]=1[F:17]. Given the reactants [NH2:1][C:2]1[S:6][N:5]=[C:4]([CH3:7])[C:3]=1[C:8]([NH:10][C:11]1[CH:16]=[CH:15][C:14]([F:17])=[C:13]([F:18])[CH:12]=1)=[O:9].Cl[C:20]1[S:21][C:22]([C:25]([N:27]([CH3:29])[CH3:28])=[O:26])=[CH:23][N:24]=1.C(=O)([O-])[O-].[Cs+].[Cs+].CC1(C)C2C(=C(P(C3C=CC=CC=3)C3C=CC=CC=3)C=CC=2)OC2C(P(C3C=CC=CC=3)C3C=CC=CC=3)=CC=CC1=2, predict the reaction product. (2) The product is: [O:1]=[C:2]1[N:7]2[CH2:8][CH:9]([C:12]([OH:14])=[O:13])[CH2:10][CH2:11][CH:6]2[CH2:5][CH2:4][O:3]1. Given the reactants [O:1]=[C:2]1[N:7]2[CH2:8][CH:9]([C:12]([O:14]C)=[O:13])[CH2:10][CH2:11][CH:6]2[CH2:5][CH2:4][O:3]1.[Li+].[OH-], predict the reaction product. (3) Given the reactants [O:1]1[CH2:3][C@@H:2]1[CH2:4][N:5]1[C:13](=[O:14])[C:12]2[C:7](=[CH:8][CH:9]=[CH:10][CH:11]=2)[C:6]1=[O:15].[N:16]([C:19]1[CH:24]=[CH:23][C:22]([N:25]2[CH2:30][CH2:29][O:28][CH2:27][C:26]2=[O:31])=[CH:21][CH:20]=1)=[C:17]=[O:18].[Br-].[Li+], predict the reaction product. The product is: [O:18]=[C:17]1[N:16]([C:19]2[CH:24]=[CH:23][C:22]([N:25]3[CH2:30][CH2:29][O:28][CH2:27][C:26]3=[O:31])=[CH:21][CH:20]=2)[CH2:3][C@H:2]([CH2:4][N:5]2[C:13](=[O:14])[C:12]3[C:7](=[CH:8][CH:9]=[CH:10][CH:11]=3)[C:6]2=[O:15])[O:1]1. (4) Given the reactants C([O:3][C:4]([C:6]1[CH:11]=[C:10]([C:12]2[CH:17]=[CH:16][CH:15]=[CH:14][C:13]=2[F:18])[N:9]=[CH:8][N:7]=1)=[CH2:5])C.Cl.O, predict the reaction product. The product is: [F:18][C:13]1[CH:14]=[CH:15][CH:16]=[CH:17][C:12]=1[C:10]1[N:9]=[CH:8][N:7]=[C:6]([C:4](=[O:3])[CH3:5])[CH:11]=1. (5) Given the reactants [CH3:1][C:2]1[N:3]=[C:4]([CH2:12][CH2:13][C:14]2[CH:19]=[CH:18][CH:17]=[CH:16][CH:15]=2)[O:5][C:6]=1[C:7](OCC)=[O:8].C[O-].[Na+].[Cl-].[NH4+:24], predict the reaction product. The product is: [CH3:1][C:2]1[N:3]=[C:4]([CH2:12][CH2:13][C:14]2[CH:19]=[CH:18][CH:17]=[CH:16][CH:15]=2)[O:5][C:6]=1[C:7]([NH2:24])=[O:8]. (6) Given the reactants CO[C:3]1(OC)[CH2:7][CH2:6][CH2:5]O1.[NH2:10][C:11]1[CH:12]=[CH:13][C:14]([Br:20])=[C:15]([CH:19]=1)[C:16]([OH:18])=[O:17], predict the reaction product. The product is: [Br:20][C:14]1[CH:13]=[CH:12][C:11]([N:10]2[CH:3]=[CH:7][CH:6]=[CH:5]2)=[CH:19][C:15]=1[C:16]([OH:18])=[O:17]. (7) Given the reactants [C:1]1([C:7]2([C:12](O)=[O:13])C[CH2:10][CH2:9][CH2:8]2)C=CC=[CH:3][CH:2]=1.[F:15][C:16]([F:34])([F:33])[C:17]1[CH:18]=[C:19]([CH:30]=[CH:31][CH:32]=1)[CH2:20][N:21]1[CH2:25][C@H:24]2[C@@H:26]([NH2:29])[CH2:27][CH2:28][C@H:23]2[CH2:22]1.C(N1C[C@H]2C(N)CC[C@H]2C1)C1C=CC=CC=1, predict the reaction product. The product is: [CH2:1]([CH:7]([CH2:8][CH2:9][CH3:10])[C:12]([NH:29][C@@H:26]1[C@H:24]2[C@H:23]([CH2:22][N:21]([CH2:20][C:19]3[CH:30]=[CH:31][CH:32]=[C:17]([C:16]([F:33])([F:15])[F:34])[CH:18]=3)[CH2:25]2)[CH2:28][CH2:27]1)=[O:13])[CH2:2][CH3:3]. (8) The product is: [CH3:1][O:2][C:3]1[CH:4]=[C:5]2[C:10](=[CH:11][C:12]=1[O:13][CH3:14])[N:9]=[CH:8][CH:7]=[C:6]2[O:15][C:16]1[CH:22]=[CH:21][C:19]([NH:20][C:39]([NH:38][C:36](=[O:37])[C:33]2[CH:32]=[CH:31][C:30]([N+:27]([O-:29])=[O:28])=[CH:35][CH:34]=2)=[S:40])=[C:18]([F:23])[CH:17]=1. Given the reactants [CH3:1][O:2][C:3]1[CH:4]=[C:5]2[C:10](=[CH:11][C:12]=1[O:13][CH3:14])[N:9]=[CH:8][CH:7]=[C:6]2[O:15][C:16]1[CH:22]=[CH:21][C:19]([NH2:20])=[C:18]([F:23])[CH:17]=1.C(O)C.[N+:27]([C:30]1[CH:35]=[CH:34][C:33]([C:36]([N:38]=[C:39]=[S:40])=[O:37])=[CH:32][CH:31]=1)([O-:29])=[O:28], predict the reaction product. (9) Given the reactants [CH:1]1([C@@H:6]2[NH:11][C:10](=[O:12])[C@H:9]([CH2:13][CH:14]([CH3:16])[CH3:15])[NH:8][CH2:7]2)[CH2:5][CH2:4][CH2:3][CH2:2]1.[F:17][C:18]1[CH:23]=[C:22]([F:24])[CH:21]=[CH:20][C:19]=1[C@@H:25]1[CH2:27][C@H:26]1[C:28](O)=[O:29].C([C@@H]1N(C(=O)/C=C/C2C=CC=CC=2)C[C@H](CC(C)C)NC1=O)C(C)C, predict the reaction product. The product is: [CH:1]1([C@@H:6]2[NH:11][C:10](=[O:12])[C@H:9]([CH2:13][CH:14]([CH3:16])[CH3:15])[N:8]([C:28]([C@@H:26]3[CH2:27][C@H:25]3[C:19]3[CH:20]=[CH:21][C:22]([F:24])=[CH:23][C:18]=3[F:17])=[O:29])[CH2:7]2)[CH2:2][CH2:3][CH2:4][CH2:5]1.